Dataset: Forward reaction prediction with 1.9M reactions from USPTO patents (1976-2016). Task: Predict the product of the given reaction. (1) Given the reactants [F:1][C:2]([F:9])([F:8])[C:3](OCC)=O.[NH2:10]N.Cl.[I:13][C:14]1[CH:15]=[C:16]([CH:20]=[CH:21][CH:22]=1)[C:17]([NH2:19])=[NH:18].[OH-].[Na+], predict the reaction product. The product is: [I:13][C:14]1[CH:15]=[C:16]([C:17]2[NH:19][C:3]([C:2]([F:1])([F:8])[F:9])=[N:10][N:18]=2)[CH:20]=[CH:21][CH:22]=1. (2) Given the reactants C([O:3][C:4]([C:6]1[C:7](Cl)=[N:8][C:9]2[C:14]([CH:15]=1)=[CH:13][C:12]([Cl:16])=[C:11]([Cl:17])[CH:10]=2)=[O:5])C.[NH2:19][C@H:20]([C:28]([OH:30])=[O:29])[CH2:21][C:22]1[CH:27]=[CH:26][CH:25]=[CH:24][CH:23]=1.C(=O)([O-])[O-].[K+].[K+].Cl, predict the reaction product. The product is: [C:28]([C@@H:20]([NH:19][C:7]1[C:6]([C:4]([OH:3])=[O:5])=[CH:15][C:14]2[C:9](=[CH:10][C:11]([Cl:17])=[C:12]([Cl:16])[CH:13]=2)[N:8]=1)[CH2:21][C:22]1[CH:27]=[CH:26][CH:25]=[CH:24][CH:23]=1)([OH:30])=[O:29]. (3) The product is: [Br:24][C:20]1[N:19]=[C:18]([CH2:17][N:8]2[C:9]3[C:14](=[CH:13][CH:12]=[CH:11][CH:10]=3)[C:15](=[O:16])[C:6]([C:4](=[O:5])[C:30]3[CH:31]=[CH:32][C:27]([Cl:26])=[CH:28][CH:29]=3)=[CH:7]2)[CH:23]=[CH:22][CH:21]=1. Given the reactants CON(C)[C:4]([C:6]1[C:15](=[O:16])[C:14]2[C:9](=[CH:10][CH:11]=[CH:12][CH:13]=2)[N:8]([CH2:17][C:18]2[CH:23]=[CH:22][CH:21]=[C:20]([Br:24])[N:19]=2)[CH:7]=1)=[O:5].[Cl:26][C:27]1[CH:32]=[CH:31][C:30]([Mg]Br)=[CH:29][CH:28]=1, predict the reaction product. (4) Given the reactants [CH3:1][O:2][C:3]1[CH:15]=[CH:14][CH:13]=[CH:12][C:4]=1CC1OC(N)=NC=1.ClC(CC1C=CC=CC=1OC)C=O.[NH2:29]C(N)=O, predict the reaction product. The product is: [CH3:1][O:2][C:3]1[CH:15]=[CH:14][CH:13]=[CH:12][C:4]=1[NH2:29]. (5) The product is: [CH:10]([N:1]1[C:9]2[C:4](=[CH:5][CH:6]=[CH:7][CH:8]=2)[CH2:3][CH2:2]1)=[O:11]. Given the reactants [NH:1]1[C:9]2[C:4](=[CH:5][CH:6]=[CH:7][CH:8]=2)[CH2:3][CH2:2]1.[CH:10](O)=[O:11].O, predict the reaction product. (6) Given the reactants C[O:2][C:3](=O)[CH:4]([O:8][C:9]1[CH:32]=[CH:31][C:12]2[C:13]3[N:17]([CH2:18][CH2:19][O:20][C:11]=2[CH:10]=1)[CH:16]=[C:15]([C:21]1[N:22]([CH2:26][C:27]([F:30])([F:29])[F:28])[N:23]=[CH:24][N:25]=1)[N:14]=3)[CH:5]([CH3:7])[CH3:6].O.[OH-].[Li+].Cl.C[N:39](C(ON1N=NC2C=CC=NC1=2)=[N+](C)C)C.F[P-](F)(F)(F)(F)F.[Cl-].[NH4+].C(N(CC)CC)C, predict the reaction product. The product is: [CH3:6][CH:5]([CH3:7])[CH:4]([O:8][C:9]1[CH:32]=[CH:31][C:12]2[C:13]3[N:17]([CH:16]=[C:15]([C:21]4[N:22]([CH2:26][C:27]([F:28])([F:30])[F:29])[N:23]=[CH:24][N:25]=4)[N:14]=3)[CH2:18][CH2:19][O:20][C:11]=2[CH:10]=1)[C:3]([NH2:39])=[O:2]. (7) Given the reactants [OH:1][C:2]([CH3:35])([CH3:34])[CH2:3][C@@:4]1([C:28]2[CH:33]=[CH:32][CH:31]=[CH:30][CH:29]=2)[O:9][C:8](=[O:10])[N:7]([C@H:11]([C:13]2[CH:18]=[CH:17][C:16](B3OC(C)(C)C(C)(C)O3)=[CH:15][CH:14]=2)[CH3:12])[CH2:6][CH2:5]1.Cl[C:37]1[N:42]=[CH:41][C:40]([F:43])=[CH:39][N:38]=1, predict the reaction product. The product is: [F:43][C:40]1[CH:39]=[N:38][C:37]([C:16]2[CH:17]=[CH:18][C:13]([C@@H:11]([N:7]3[CH2:6][CH2:5][C@:4]([CH2:3][C:2]([OH:1])([CH3:34])[CH3:35])([C:28]4[CH:33]=[CH:32][CH:31]=[CH:30][CH:29]=4)[O:9][C:8]3=[O:10])[CH3:12])=[CH:14][CH:15]=2)=[N:42][CH:41]=1.